From a dataset of NCI-60 drug combinations with 297,098 pairs across 59 cell lines. Regression. Given two drug SMILES strings and cell line genomic features, predict the synergy score measuring deviation from expected non-interaction effect. (1) Drug 2: C1=NC(=NC(=O)N1C2C(C(C(O2)CO)O)O)N. Synergy scores: CSS=12.8, Synergy_ZIP=0.313, Synergy_Bliss=9.15, Synergy_Loewe=3.52, Synergy_HSA=2.59. Cell line: MALME-3M. Drug 1: CCC1(CC2CC(C3=C(CCN(C2)C1)C4=CC=CC=C4N3)(C5=C(C=C6C(=C5)C78CCN9C7C(C=CC9)(C(C(C8N6C)(C(=O)OC)O)OC(=O)C)CC)OC)C(=O)OC)O.OS(=O)(=O)O. (2) Drug 1: CC1=C2C(C(=O)C3(C(CC4C(C3C(C(C2(C)C)(CC1OC(=O)C(C(C5=CC=CC=C5)NC(=O)OC(C)(C)C)O)O)OC(=O)C6=CC=CC=C6)(CO4)OC(=O)C)OC)C)OC. Drug 2: CC(C)(C#N)C1=CC(=CC(=C1)CN2C=NC=N2)C(C)(C)C#N. Cell line: SF-539. Synergy scores: CSS=58.6, Synergy_ZIP=11.6, Synergy_Bliss=10.8, Synergy_Loewe=-18.4, Synergy_HSA=12.9. (3) Drug 1: C1=NC(=NC(=O)N1C2C(C(C(O2)CO)O)O)N. Drug 2: B(C(CC(C)C)NC(=O)C(CC1=CC=CC=C1)NC(=O)C2=NC=CN=C2)(O)O. Cell line: SF-268. Synergy scores: CSS=24.7, Synergy_ZIP=-2.38, Synergy_Bliss=-3.69, Synergy_Loewe=-21.1, Synergy_HSA=-3.10. (4) Drug 1: C1CCC(C1)C(CC#N)N2C=C(C=N2)C3=C4C=CNC4=NC=N3. Drug 2: COC1=C2C(=CC3=C1OC=C3)C=CC(=O)O2. Cell line: NCI/ADR-RES. Synergy scores: CSS=4.28, Synergy_ZIP=2.26, Synergy_Bliss=8.97, Synergy_Loewe=3.91, Synergy_HSA=4.14.